From a dataset of NCI-60 drug combinations with 297,098 pairs across 59 cell lines. Regression. Given two drug SMILES strings and cell line genomic features, predict the synergy score measuring deviation from expected non-interaction effect. (1) Drug 1: C(=O)(N)NO. Drug 2: CC1=C(N=C(N=C1N)C(CC(=O)N)NCC(C(=O)N)N)C(=O)NC(C(C2=CN=CN2)OC3C(C(C(C(O3)CO)O)O)OC4C(C(C(C(O4)CO)O)OC(=O)N)O)C(=O)NC(C)C(C(C)C(=O)NC(C(C)O)C(=O)NCCC5=NC(=CS5)C6=NC(=CS6)C(=O)NCCC[S+](C)C)O. Cell line: SNB-19. Synergy scores: CSS=7.35, Synergy_ZIP=-4.66, Synergy_Bliss=0.879, Synergy_Loewe=-17.8, Synergy_HSA=-0.578. (2) Drug 1: CCC1=CC2CC(C3=C(CN(C2)C1)C4=CC=CC=C4N3)(C5=C(C=C6C(=C5)C78CCN9C7C(C=CC9)(C(C(C8N6C)(C(=O)OC)O)OC(=O)C)CC)OC)C(=O)OC.C(C(C(=O)O)O)(C(=O)O)O. Drug 2: CC1=CC=C(C=C1)C2=CC(=NN2C3=CC=C(C=C3)S(=O)(=O)N)C(F)(F)F. Cell line: SK-MEL-28. Synergy scores: CSS=40.3, Synergy_ZIP=5.19, Synergy_Bliss=4.87, Synergy_Loewe=-28.3, Synergy_HSA=3.30. (3) Drug 1: CC(C)(C1=NC(=CC=C1)N2C3=NC(=NC=C3C(=O)N2CC=C)NC4=CC=C(C=C4)N5CCN(CC5)C)O. Drug 2: CCC1=C2CN3C(=CC4=C(C3=O)COC(=O)C4(CC)O)C2=NC5=C1C=C(C=C5)O. Cell line: HCT116. Synergy scores: CSS=53.8, Synergy_ZIP=0.558, Synergy_Bliss=-0.0287, Synergy_Loewe=-4.06, Synergy_HSA=3.57.